This data is from Catalyst prediction with 721,799 reactions and 888 catalyst types from USPTO. The task is: Predict which catalyst facilitates the given reaction. Reactant: [NH2:1][C:2]1[C:3]([C:22]#[N:23])=[C:4]([CH:19]=[CH:20][CH:21]=1)[O:5][CH2:6][C:7]([NH:10][C:11](=[O:18])[C:12]1[CH:17]=[CH:16][N:15]=[CH:14][CH:13]=1)([CH3:9])[CH3:8].[S:24](Cl)(=[O:27])(=[O:26])[NH2:25]. Product: [C:22]([C:3]1[C:2]([NH:1][S:24](=[O:27])(=[O:26])[NH2:25])=[CH:21][CH:20]=[CH:19][C:4]=1[O:5][CH2:6][C:7]([NH:10][C:11](=[O:18])[C:12]1[CH:13]=[CH:14][N:15]=[CH:16][CH:17]=1)([CH3:9])[CH3:8])#[N:23]. The catalyst class is: 44.